This data is from Full USPTO retrosynthesis dataset with 1.9M reactions from patents (1976-2016). The task is: Predict the reactants needed to synthesize the given product. (1) Given the product [CH3:34][O:33][C:31]1[CH:32]=[C:27]([CH2:26][O:25][C:15]2[CH:14]=[C:13]([NH:12][C:7](=[O:8])[C:6]3[CH:10]=[CH:11][C:3]([O:2][CH3:1])=[CH:4][CH:5]=3)[NH:17][N:16]=2)[CH:28]=[C:29]([O:35][CH3:36])[CH:30]=1, predict the reactants needed to synthesize it. The reactants are: [CH3:1][O:2][C:3]1[CH:11]=[CH:10][C:6]([C:7](Cl)=[O:8])=[CH:5][CH:4]=1.[NH2:12][C:13]1[N:17](C(OC(C)(C)C)=O)[N:16]=[C:15]([O:25][CH2:26][C:27]2[CH:32]=[C:31]([O:33][CH3:34])[CH:30]=[C:29]([O:35][CH3:36])[CH:28]=2)[CH:14]=1. (2) Given the product [C:35]([NH:39][C:9]([C:6]1[CH:5]=[C:4]([CH2:3][C:2]([CH3:1])([CH3:13])[CH3:12])[O:8][N:7]=1)=[O:11])([CH3:38])([CH3:37])[CH3:36], predict the reactants needed to synthesize it. The reactants are: [CH3:1][C:2]([CH3:13])([CH3:12])[CH2:3][C:4]1[O:8][N:7]=[C:6]([C:9]([OH:11])=O)[CH:5]=1.C1C=CC2N(O)N=NC=2C=1.CCN=C=NCCCN(C)C.[C:35]([NH2:39])([CH3:38])([CH3:37])[CH3:36]. (3) Given the product [CH:1]1([N:4]2[CH:8]=[CH:7][C:6]([C:9]([OH:11])=[O:10])=[N:5]2)[CH2:2][CH2:3]1, predict the reactants needed to synthesize it. The reactants are: [CH:1]1([N:4]2[CH:8]=[CH:7][C:6]([C:9]([O:11]C)=[O:10])=[N:5]2)[CH2:3][CH2:2]1.O[Li].O. (4) The reactants are: [C:1]([C:3]1[CH:8]=[CH:7][N:6]=[CH:5][CH:4]=1)#[N:2].O.[NH2:10][NH2:11].[C:12]([C:14]1C(=O)C(Cl)=[C:18](Cl)[C:16](=O)[C:15]=1[C:24]#[N:25])#[N:13].C(=O)([O-])O.[Na+]. Given the product [N:6]1[CH:7]=[CH:8][C:3]([C:1]2[N:10]=[N:11][C:24]([C:15]3[CH:14]=[CH:12][N:13]=[CH:18][CH:16]=3)=[N:25][N:2]=2)=[CH:4][CH:5]=1, predict the reactants needed to synthesize it. (5) Given the product [Si:1]([O:18][CH:19]1[CH2:24][CH:23]2[CH:21]([CH:22]2[C:25](=[O:26])[CH3:31])[CH2:20]1)([C:14]([CH3:16])([CH3:15])[CH3:17])([C:8]1[CH:13]=[CH:12][CH:11]=[CH:10][CH:9]=1)[C:2]1[CH:3]=[CH:4][CH:5]=[CH:6][CH:7]=1, predict the reactants needed to synthesize it. The reactants are: [Si:1]([O:18][CH:19]1[CH2:24][CH:23]2[CH:21]([CH:22]2[C:25](N(OC)C)=[O:26])[CH2:20]1)([C:14]([CH3:17])([CH3:16])[CH3:15])([C:8]1[CH:13]=[CH:12][CH:11]=[CH:10][CH:9]=1)[C:2]1[CH:7]=[CH:6][CH:5]=[CH:4][CH:3]=1.[CH3:31][Mg]Br.[Cl-].[NH4+]. (6) Given the product [NH2:98][C:93]1[N:94]=[C:95]([CH3:97])[N:96]=[C:91]([C:8]2[C:9]([NH:25][C:26]3[CH:27]=[C:28]([OH:32])[CH:29]=[CH:30][CH:31]=3)=[N:10][CH:11]=[C:12]([CH2:14][N:15]3[CH2:20][CH2:19][N:18]([S:21]([CH3:24])(=[O:23])=[O:22])[CH2:17][CH2:16]3)[CH:13]=2)[N:92]=1, predict the reactants needed to synthesize it. The reactants are: O1CCOCC1.Cl[C:8]1[C:9]([NH:25][C:26]2[CH:27]=[C:28]([OH:32])[CH:29]=[CH:30][CH:31]=2)=[N:10][CH:11]=[C:12]([CH2:14][N:15]2[CH2:20][CH2:19][N:18]([S:21]([CH3:24])(=[O:23])=[O:22])[CH2:17][CH2:16]2)[CH:13]=1.B1(B2OC(C)(C)C(C)(C)O2)OC(C)(C)C(C)(C)O1.CC(C1C=C(C(C)C)C(C2C=CC=CC=2P(C2CCCCC2)C2CCCCC2)=C(C(C)C)C=1)C.C([O-])(=O)C.[K+].Cl[C:91]1[N:96]=[C:95]([CH3:97])[N:94]=[C:93]([NH2:98])[N:92]=1. (7) Given the product [O:16]1[CH2:17][CH2:18][N:13]([C:4]2[C:5]3[S:10][C:9]([CH2:11][N:19]4[CH2:24][CH2:23][CH:22]([CH2:25][CH2:26][OH:27])[CH2:21][CH2:20]4)=[CH:8][C:6]=3[N:7]=[C:2]([C:30]3[CH:29]=[N:28][CH:33]=[CH:32][CH:31]=3)[N:3]=2)[CH2:14][CH2:15]1, predict the reactants needed to synthesize it. The reactants are: Cl[C:2]1[N:3]=[C:4]([N:13]2[CH2:18][CH2:17][O:16][CH2:15][CH2:14]2)[C:5]2[S:10][C:9]([CH:11]=O)=[CH:8][C:6]=2[N:7]=1.[NH:19]1[CH2:24][CH2:23][CH:22]([CH2:25][CH2:26][OH:27])[CH2:21][CH2:20]1.[N:28]1[CH:33]=[CH:32][CH:31]=[C:30](B(O)O)[CH:29]=1. (8) Given the product [CH2:19]([O:12][C:4]1[CH:5]=[C:6]([F:11])[C:7]([N+:8]([O-:10])=[O:9])=[C:2]([F:1])[CH:3]=1)[C:20]1[CH:25]=[CH:24][CH:23]=[CH:22][CH:21]=1, predict the reactants needed to synthesize it. The reactants are: [F:1][C:2]1[CH:3]=[C:4]([OH:12])[CH:5]=[C:6]([F:11])[C:7]=1[N+:8]([O-:10])=[O:9].C(=O)([O-])[O-].[K+].[K+].[CH2:19](Br)[C:20]1[CH:25]=[CH:24][CH:23]=[CH:22][CH:21]=1.C(OCC)(=O)C.